Dataset: Reaction yield outcomes from USPTO patents with 853,638 reactions. Task: Predict the reaction yield, written as a fraction of the theoretical maximum amount of product (1.0 means a 100% yield; for example, 0.34 means a 34% yield). (1) The reactants are [Br:1][C:2]1[CH:25]=[C:5]2[N:6]=[C:7]([CH3:24])[C:8]([CH:18]([OH:23])[C:19]([O:21][CH3:22])=[O:20])=[C:9]([N:10]3[CH2:15][CH2:14][C:13]([CH3:17])([CH3:16])[CH2:12][CH2:11]3)[N:4]2[N:3]=1.CC(OI1(OC(C)=O)(OC(C)=O)OC(=O)C2C=CC=CC1=2)=O. The catalyst is C(Cl)Cl. The product is [Br:1][C:2]1[CH:25]=[C:5]2[N:6]=[C:7]([CH3:24])[C:8]([C:18](=[O:23])[C:19]([O:21][CH3:22])=[O:20])=[C:9]([N:10]3[CH2:15][CH2:14][C:13]([CH3:17])([CH3:16])[CH2:12][CH2:11]3)[N:4]2[N:3]=1. The yield is 0.560. (2) The reactants are [C:1](/[N:3]=[C:4](\SC)/[NH:5][C:6]1[CH:11]=[CH:10][C:9]([S:12]([C:15]([F:18])([F:17])[F:16])(=[O:14])=[O:13])=[CH:8][CH:7]=1)#[N:2].[NH2:21][NH2:22]. The catalyst is C(O)C. The product is [F:17][C:15]([F:16])([F:18])[S:12]([C:9]1[CH:8]=[CH:7][C:6]([NH:5][C:4]2[N:3]=[C:1]([NH2:2])[NH:22][N:21]=2)=[CH:11][CH:10]=1)(=[O:13])=[O:14]. The yield is 0.800. (3) The reactants are [Cl:1][C:2]1[CH:3]=[C:4]([C:9]2[CH2:10][CH2:11][NH:12][CH2:13][CH:14]=2)[CH:5]=[CH:6][C:7]=1[Cl:8].Cl. The catalyst is [Pt]=O.CO. The product is [Cl:1][C:2]1[CH:3]=[C:4]([CH:9]2[CH2:14][CH2:13][NH:12][CH2:11][CH2:10]2)[CH:5]=[CH:6][C:7]=1[Cl:8]. The yield is 0.210. (4) The reactants are [CH3:1][N:2]1[C:6]([C:7]2[CH:8]=[C:9]([C:15]([O:17]C)=[O:16])[S:10][C:11]=2[CH2:12][CH2:13][CH3:14])=[CH:5][CH:4]=[N:3]1.[Cl:19]N1C(=O)CCC1=O.[OH-].[Na+]. The catalyst is O1CCCC1. The product is [Cl:19][C:5]1[CH:4]=[N:3][N:2]([CH3:1])[C:6]=1[C:7]1[CH:8]=[C:9]([C:15]([OH:17])=[O:16])[S:10][C:11]=1[CH2:12][CH2:13][CH3:14]. The yield is 0.930. (5) The reactants are [OH:1][CH2:2][CH2:3][CH2:4][C@H:5]1[NH:9][CH2:8][C@@H:7]([NH:10][C:11]([C:13]2[C:21]3[C:16](=[CH:17][CH:18]=[CH:19][CH:20]=3)[N:15]([CH:22]([CH3:24])[CH3:23])[N:14]=2)=[O:12])[CH2:6]1.[C:25]([OH:30])(=[O:29])[C:26]([OH:28])=[O:27]. The catalyst is ClCCl.CO. The product is [C:25]([OH:30])(=[O:29])[C:26]([OH:28])=[O:27].[OH:1][CH2:2][CH2:3][CH2:4][C@H:5]1[NH:9][CH2:8][C@@H:7]([NH:10][C:11]([C:13]2[C:21]3[C:16](=[CH:17][CH:18]=[CH:19][CH:20]=3)[N:15]([CH:22]([CH3:24])[CH3:23])[N:14]=2)=[O:12])[CH2:6]1. The yield is 0.810. (6) The reactants are Cl.[CH3:2][N:3]1[C:7]([C@H:8]([C:14]2[CH:19]=[CH:18][CH:17]=[CH:16][CH:15]=2)[O:9][CH2:10][CH2:11][NH:12][CH3:13])=[CH:6][CH:5]=[N:4]1.[OH-].[Na+]. The catalyst is O. The product is [CH3:2][N:3]1[C:7]([C@H:8]([C:14]2[CH:19]=[CH:18][CH:17]=[CH:16][CH:15]=2)[O:9][CH2:10][CH2:11][NH:12][CH3:13])=[CH:6][CH:5]=[N:4]1. The yield is 0.700.